Dataset: Full USPTO retrosynthesis dataset with 1.9M reactions from patents (1976-2016). Task: Predict the reactants needed to synthesize the given product. The reactants are: [F:1][C:2]1[CH:7]=[CH:6][C:5]([C:8]2[C:9](C([O-])=O)=[CH:10][CH:11]=[CH:12][CH:13]=2)=[CH:4][CH:3]=1.[C:17]([OH:20])(=O)C.S(Cl)([Cl:23])=O. Given the product [F:1][C:2]1[CH:3]=[CH:4][C:5]([C:8]2[CH:13]=[CH:12][C:11]([C:17]([Cl:23])=[O:20])=[CH:10][CH:9]=2)=[CH:6][CH:7]=1, predict the reactants needed to synthesize it.